Dataset: Catalyst prediction with 721,799 reactions and 888 catalyst types from USPTO. Task: Predict which catalyst facilitates the given reaction. (1) Reactant: [CH:1]([N:14]1[CH2:17][CH:16]([OH:18])[CH2:15]1)([C:8]1[CH:13]=[CH:12][CH:11]=[CH:10][CH:9]=1)[C:2]1[CH:7]=[CH:6][CH:5]=[CH:4][CH:3]=1.[H-].[Na+].[CH3:21]I. Product: [CH:1]([N:14]1[CH2:17][CH:16]([O:18][CH3:21])[CH2:15]1)([C:8]1[CH:13]=[CH:12][CH:11]=[CH:10][CH:9]=1)[C:2]1[CH:3]=[CH:4][CH:5]=[CH:6][CH:7]=1. The catalyst class is: 3. (2) Reactant: B1(C)OC(C2C=CC=CC=2)(C2C=CC=CC=2)[C@H]2N1CCC2.B.O1CCCC1.[NH2:28][C:29]([CH3:40])([CH3:39])[CH2:30][C:31]([C:33]1[CH:38]=[CH:37][CH:36]=[CH:35][CH:34]=1)=[O:32].[OH-].[Na+]. Product: [NH2:28][C:29]([CH3:40])([CH3:39])[CH2:30][C@H:31]([C:33]1[CH:38]=[CH:37][CH:36]=[CH:35][CH:34]=1)[OH:32]. The catalyst class is: 1. (3) Reactant: [Br:1][C:2]1[CH:3]=[C:4]2[CH:10]=[CH:9][NH:8][C:5]2=[N:6][CH:7]=1.[Cl-].[Al+3].[Cl-].[Cl-].[Br:15][CH2:16][C:17](Cl)=[O:18]. Product: [Br:15][CH2:16][C:17]([C:10]1[C:4]2[C:5](=[N:6][CH:7]=[C:2]([Br:1])[CH:3]=2)[NH:8][CH:9]=1)=[O:18]. The catalyst class is: 4.